From a dataset of Full USPTO retrosynthesis dataset with 1.9M reactions from patents (1976-2016). Predict the reactants needed to synthesize the given product. The reactants are: O=C1C2C(=CC=CC=2)C(=O)[N:3]1[CH2:12][CH2:13][S:14]([N:17]1[CH2:22][CH2:21][CH:20]([C:23]2[C:31]3[C:26](=[C:27]([C:38]([NH2:40])=[O:39])[CH:28]=[C:29]([C:32]4[CH:37]=[CH:36][CH:35]=[CH:34][CH:33]=4)[CH:30]=3)[NH:25][CH:24]=2)[CH2:19][CH2:18]1)(=[O:16])=[O:15].NN. Given the product [NH2:3][CH2:12][CH2:13][S:14]([N:17]1[CH2:18][CH2:19][CH:20]([C:23]2[C:31]3[C:26](=[C:27]([C:38]([NH2:40])=[O:39])[CH:28]=[C:29]([C:32]4[CH:33]=[CH:34][CH:35]=[CH:36][CH:37]=4)[CH:30]=3)[NH:25][CH:24]=2)[CH2:21][CH2:22]1)(=[O:15])=[O:16], predict the reactants needed to synthesize it.